From a dataset of Catalyst prediction with 721,799 reactions and 888 catalyst types from USPTO. Predict which catalyst facilitates the given reaction. (1) Reactant: [OH:1][C@H:2]([C:23]1[CH:24]=[N:25][CH:26]=[CH:27][CH:28]=1)[CH2:3][NH:4][C@H:5]([CH3:22])[CH2:6][C:7]1[C:15]2[C:10](=[C:11]([O:16][C@@H:17]([CH3:21])[C:18]([OH:20])=[O:19])[CH:12]=[CH:13][CH:14]=2)[NH:9][CH:8]=1.Cl.[C:30](OCC)(=O)[CH3:31].C(OC(C)C)(C)C. Product: [OH:1][C@H:2]([C:23]1[CH:24]=[N:25][CH:26]=[CH:27][CH:28]=1)[CH2:3][NH:4][C@H:5]([CH3:22])[CH2:6][C:7]1[C:15]2[C:10](=[C:11]([O:16][C@@H:17]([CH3:21])[C:18]([O:20][CH2:30][CH3:31])=[O:19])[CH:12]=[CH:13][CH:14]=2)[NH:9][CH:8]=1. The catalyst class is: 714. (2) Reactant: [Cl:1][C:2]1[N:7]=[C:6]([C:8]#[C:9][C:10]2[CH:11]=[C:12]([NH:16][C:17](=[O:22])[C:18]([F:21])([F:20])[F:19])[CH:13]=[CH:14][CH:15]=2)[CH:5]=[CH:4][N:3]=1.[N+]([O-])([O-])=O.[NH2:27][N+:28]1[CH:33]=[CH:32][CH:31]=[C:30]([F:34])[CH:29]=1.C(=O)([O-])[O-].[K+].[K+].[Li+].[Cl-]. Product: [Cl:1][C:2]1[N:7]=[C:6]([C:8]2[C:9]([C:10]3[CH:11]=[C:12]([NH:16][C:17](=[O:22])[C:18]([F:19])([F:20])[F:21])[CH:13]=[CH:14][CH:15]=3)=[N:27][N:28]3[CH:29]=[C:30]([F:34])[CH:31]=[CH:32][C:33]=23)[CH:5]=[CH:4][N:3]=1. The catalyst class is: 3.